From a dataset of Forward reaction prediction with 1.9M reactions from USPTO patents (1976-2016). Predict the product of the given reaction. (1) Given the reactants [N:1]1([C:7](Cl)=[O:8])[CH2:6][CH2:5][CH2:4][CH2:3][CH2:2]1.C(N(CC)[CH:14]([CH3:16])[CH3:15])(C)C.Cl.C(N(CC)C([NH:25][C:26]1[C:27]([C:31]2[NH:35][C:34]3[CH:36]=[C:37]([O:41][CH2:42][CH2:43][CH2:44][N:45]4[CH2:50]CCC[CH2:46]4)[C:38]([F:40])=[CH:39][C:33]=3[N:32]=2)=[N:28][NH:29][CH:30]=1)=O)C.C(=O)(O)[O-].[Na+].C1C[O:61][CH2:60][CH2:59]1, predict the reaction product. The product is: [CH3:50][N:45]([CH3:46])[CH2:44][CH2:43][CH2:42][O:41][C:37]1[C:38]([F:40])=[CH:39][C:33]2[N:32]=[C:31]([C:27]3[C:26]([NH:25][C:7]([N:1]4[CH2:6][CH2:5][CH2:4][CH2:3][CH2:2]4)=[O:8])=[CH:30][N:29]([CH:15]4[CH2:14][CH2:16][CH2:59][CH2:60][O:61]4)[N:28]=3)[NH:35][C:34]=2[CH:36]=1. (2) Given the reactants [Cl:1][C:2]1[CH:7]=[CH:6][C:5](/[C:8](/O)=[CH:9]/[C:10]([CH:12]2[CH2:17][CH2:16][O:15][C:14]([CH3:19])([CH3:18])[CH2:13]2)=O)=[CH:4][CH:3]=1.Cl.[CH3:22][O:23][C:24]1[CH:29]=[CH:28][CH:27]=[CH:26][C:25]=1[NH:30][NH2:31], predict the reaction product. The product is: [Cl:1][C:2]1[CH:7]=[CH:6][C:5]([C:8]2[N:30]([C:25]3[CH:26]=[CH:27][CH:28]=[CH:29][C:24]=3[O:23][CH3:22])[N:31]=[C:10]([CH:12]3[CH2:17][CH2:16][O:15][C:14]([CH3:19])([CH3:18])[CH2:13]3)[CH:9]=2)=[CH:4][CH:3]=1.